This data is from Reaction yield outcomes from USPTO patents with 853,638 reactions. The task is: Predict the reaction yield, written as a fraction of the theoretical maximum amount of product (1.0 means a 100% yield; for example, 0.34 means a 34% yield). (1) The reactants are [C:1]([OH:22])(=[O:21])[CH2:2][CH2:3][CH2:4][CH2:5][CH2:6][CH2:7][CH2:8][CH2:9][CH2:10][CH2:11][CH2:12][CH2:13][CH2:14][CH2:15][CH2:16][CH2:17][C:18]([OH:20])=[O:19].[C:23](OC(O[C:23]([CH3:26])([CH3:25])[CH3:24])N(C)C)([CH3:26])([CH3:25])[CH3:24]. The product is [C:23]([O:19][C:18](=[O:20])[CH2:17][CH2:16][CH2:15][CH2:14][CH2:13][CH2:12][CH2:11][CH2:10][CH2:9][CH2:8][CH2:7][CH2:6][CH2:5][CH2:4][CH2:3][CH2:2][C:1]([OH:22])=[O:21])([CH3:26])([CH3:25])[CH3:24]. The catalyst is C1(C)C=CC=CC=1. The yield is 0.447. (2) The reactants are C1(C([C:7]2[C:8](=[O:18])[O:9][C:10]([CH:14]3[CH2:17][CH2:16][CH2:15]3)=[CH:11][C:12]=2[OH:13])=O)CCC1. The catalyst is O. The product is [CH:14]1([C:10]2[O:9][C:8](=[O:18])[CH:7]=[C:12]([OH:13])[CH:11]=2)[CH2:15][CH2:16][CH2:17]1. The yield is 0.790. (3) The reactants are [Cl:1][C:2]1[C:3]([O:8][C:9]2[CH:10]=[CH:11][C:12]3[N:16]=[C:15]([CH2:17][O:18][C:19]4[CH:20]=[C:21]([CH:26]=[CH:27][CH:28]=4)[C:22]([O:24]C)=[O:23])[N:14]([CH3:29])[C:13]=3[CH:30]=2)=[N:4][CH:5]=[CH:6][CH:7]=1.[OH-].[Na+]. The catalyst is O1CCOCC1. The product is [Cl:1][C:2]1[C:3]([O:8][C:9]2[CH:10]=[CH:11][C:12]3[N:16]=[C:15]([CH2:17][O:18][C:19]4[CH:20]=[C:21]([CH:26]=[CH:27][CH:28]=4)[C:22]([OH:24])=[O:23])[N:14]([CH3:29])[C:13]=3[CH:30]=2)=[N:4][CH:5]=[CH:6][CH:7]=1. The yield is 0.670. (4) The reactants are [Cl:1][CH2:2][CH:3]1[C:11]2[C:10]3[CH:12]=[C:13]([C:16]#[N:17])[CH:14]=[CH:15][C:9]=3[C:8]([N+:18]([O-:20])=[O:19])=[CH:7][C:6]=2[NH:5][CH2:4]1.Cl.[OH:22]S(O)(=O)=O.N. The catalyst is O. The product is [Cl:1][CH2:2][CH:3]1[C:11]2[C:10]3[CH:12]=[C:13]([C:16]([NH2:17])=[O:22])[CH:14]=[CH:15][C:9]=3[C:8]([N+:18]([O-:20])=[O:19])=[CH:7][C:6]=2[NH:5][CH2:4]1. The yield is 0.480. (5) The reactants are [F:1][C:2]1[CH:7]=[C:6]([F:8])[CH:5]=[CH:4][C:3]=1[C:9](=[O:23])[CH2:10][C:11]1[CH:12]=[CH:13][C:14]2[N:15]([C:17]([CH:20]([CH3:22])[CH3:21])=[N:18][N:19]=2)[N:16]=1.C1C(=O)N(Br)C(=[O:27])C1. The catalyst is CS(C)=O. The product is [F:1][C:2]1[CH:7]=[C:6]([F:8])[CH:5]=[CH:4][C:3]=1[C:9](=[O:23])[C:10]([C:11]1[CH:12]=[CH:13][C:14]2[N:15]([C:17]([CH:20]([CH3:21])[CH3:22])=[N:18][N:19]=2)[N:16]=1)=[O:27]. The yield is 0.730. (6) The reactants are O.[N+:2]([C:5]1[CH:6]=[C:7]([NH:11][C:12]([NH:14][C:15]2[CH:20]=[CH:19][CH:18]=[C:17]([N+:21]([O-])=O)[CH:16]=2)=[O:13])[CH:8]=[CH:9][CH:10]=1)([O-])=O. The yield is 0.800. The product is [NH2:21][C:17]1[CH:16]=[C:15]([NH:14][C:12]([NH:11][C:7]2[CH:8]=[CH:9][CH:10]=[C:5]([NH2:2])[CH:6]=2)=[O:13])[CH:20]=[CH:19][CH:18]=1. The catalyst is Cl.C(O)C.[Fe]. (7) The reactants are [CH3:1][C:2]([CH3:5])([O-])[CH3:3].[K+].C(C1C=C(/[C:21](=[N:27]/[O:28][CH2:29][C:30]2[CH:35]=[CH:34][C:33]([O:36][CH2:37][C:38]3[N:39]=[C:40]([C:44]4[CH:49]=[CH:48][CH:47]=[CH:46][CH:45]=4)[O:41][C:42]=3[CH3:43])=[CH:32][CH:31]=2)/[C:22]([O:24][CH2:25][CH3:26])=[O:23])C=CC=1)(=O)C1C=CC=CC=1.Cl.[C:51](OCC)(=O)C.[CH3:57][CH2:58][CH2:59][CH2:60][CH2:61][CH3:62].O1C[CH2:66][CH2:65][CH2:64]1. The catalyst is [Br-].C[P+](C1C=CC=CC=1)(C1C=CC=CC=1)C1C=CC=CC=1. The product is [CH3:43][C:42]1[O:41][C:40]([C:44]2[CH:45]=[CH:46][CH:47]=[CH:48][CH:49]=2)=[N:39][C:38]=1[CH2:37][O:36][C:33]1[CH:34]=[CH:35][C:30]([CH2:29][O:28]/[N:27]=[C:21](/[C:64]2[CH:65]=[CH:66][CH:3]=[C:2]([C:5]([C:59]3[CH:58]=[CH:57][CH:62]=[CH:61][CH:60]=3)=[CH2:51])[CH:1]=2)\[C:22]([O:24][CH2:25][CH3:26])=[O:23])=[CH:31][CH:32]=1. The yield is 0.790. (8) The reactants are [OH:1][C:2]1[CH:24]=[CH:23][C:22]([CH:25]=[CH:26][C:27]2[CH:32]=[CH:31][CH:30]=[CH:29][CH:28]=2)=[CH:21][C:3]=1[C:4]([NH:6][C:7]1[CH:12]=[C:11]([C:13]([F:16])([F:15])[F:14])[CH:10]=[C:9]([C:17]([F:20])([F:19])[F:18])[CH:8]=1)=[O:5].[N:33]1([C:39](Cl)=[O:40])[CH2:38][CH2:37][O:36][CH2:35][CH2:34]1. No catalyst specified. The product is [O:36]1[CH2:37][CH2:38][N:33]([C:39]([O:1][C:2]2[CH:24]=[CH:23][C:22]([CH:25]=[CH:26][C:27]3[CH:28]=[CH:29][CH:30]=[CH:31][CH:32]=3)=[CH:21][C:3]=2[C:4]([NH:6][C:7]2[CH:8]=[C:9]([C:17]([F:18])([F:19])[F:20])[CH:10]=[C:11]([C:13]([F:14])([F:15])[F:16])[CH:12]=2)=[O:5])=[O:40])[CH2:34][CH2:35]1. The yield is 0.995.